This data is from Peptide-MHC class II binding affinity with 134,281 pairs from IEDB. The task is: Regression. Given a peptide amino acid sequence and an MHC pseudo amino acid sequence, predict their binding affinity value. This is MHC class II binding data. (1) The peptide sequence is EKKYFSATQFEPLAA. The MHC is DRB1_0701 with pseudo-sequence DRB1_0701. The binding affinity (normalized) is 0.775. (2) The peptide sequence is REEHYIVLSSELRLS. The MHC is DRB1_0901 with pseudo-sequence DRB1_0901. The binding affinity (normalized) is 0.887. (3) The peptide sequence is WGNGCGLFGKGSIVA. The MHC is DRB1_1101 with pseudo-sequence DRB1_1101. The binding affinity (normalized) is 0.337. (4) The peptide sequence is ESWIVDRQWAQDLTL. The MHC is DRB1_1302 with pseudo-sequence DRB1_1302. The binding affinity (normalized) is 0.427. (5) The peptide sequence is IHSLRRLYPSVFEKH. The MHC is H-2-IAb with pseudo-sequence H-2-IAb. The binding affinity (normalized) is 0.0690.